Task: Predict the reactants needed to synthesize the given product.. Dataset: Full USPTO retrosynthesis dataset with 1.9M reactions from patents (1976-2016) (1) Given the product [CH2:13]([O:15][C:16](=[O:24])[C:17]1[CH:22]=[CH:21][C:20]([N:8]2[CH:7]=[C:6]([C:11]#[N:12])[C:5]([CH2:1][CH2:2][CH2:3][CH3:4])=[C:9]2[CH3:10])=[CH:19][CH:18]=1)[CH3:14], predict the reactants needed to synthesize it. The reactants are: [CH2:1]([C:5]1[C:6]([C:11]#[N:12])=[CH:7][NH:8][C:9]=1[CH3:10])[CH2:2][CH2:3][CH3:4].[CH2:13]([O:15][C:16](=[O:24])[C:17]1[CH:22]=[CH:21][C:20](F)=[CH:19][CH:18]=1)[CH3:14].C(=O)([O-])[O-].[Cs+].[Cs+].O. (2) The reactants are: [CH3:1][C:2]1[CH:11]=[CH:10][C:9]([C:12]2[CH:17]=[CH:16][CH:15]=[CH:14][CH:13]=2)=[CH:8][C:3]=1[CH2:4][N:5]=[C:6]=[O:7].[CH3:18][NH:19][NH:20][C:21](=[O:25])[CH:22]([F:24])[F:23]. Given the product [F:23][CH:22]([F:24])[C:21]([NH:20][N:19]([CH3:18])[C:6]([NH:5][CH2:4][C:3]1[CH:8]=[C:9]([C:12]2[CH:17]=[CH:16][CH:15]=[CH:14][CH:13]=2)[CH:10]=[CH:11][C:2]=1[CH3:1])=[O:7])=[O:25], predict the reactants needed to synthesize it. (3) Given the product [CH2:14]([C:18]1[N:19]=[C:20]([C:25]2[CH:30]=[CH:29][C:28]([C:31]([F:33])([F:34])[F:32])=[CH:27][CH:26]=2)[S:21][C:22]=1[CH2:23][O:24][C:2]1[CH:9]=[CH:8][C:5]([C:6]#[N:7])=[C:4]([C:10]([F:13])([F:12])[F:11])[CH:3]=1)[CH2:15][CH2:16][CH3:17], predict the reactants needed to synthesize it. The reactants are: F[C:2]1[CH:9]=[CH:8][C:5]([C:6]#[N:7])=[C:4]([C:10]([F:13])([F:12])[F:11])[CH:3]=1.[CH2:14]([C:18]1[N:19]=[C:20]([C:25]2[CH:30]=[CH:29][C:28]([C:31]([F:34])([F:33])[F:32])=[CH:27][CH:26]=2)[S:21][C:22]=1[CH2:23][OH:24])[CH2:15][CH2:16][CH3:17].C(=O)([O-])[O-].[Cs+].[Cs+]. (4) Given the product [OH:1][C@@H:2]1[CH2:6][CH2:5][N:4]([C:7]2[C:16]([C:17]3[CH:18]=[N:19][CH:20]=[N:21][CH:22]=3)=[CH:15][C:10]([C:11]([OH:13])=[O:12])=[CH:9][N:8]=2)[CH2:3]1, predict the reactants needed to synthesize it. The reactants are: [OH:1][C@@H:2]1[CH2:6][CH2:5][N:4]([C:7]2[C:16]([C:17]3[CH:18]=[N:19][CH:20]=[N:21][CH:22]=3)=[CH:15][C:10]([C:11]([O:13]C)=[O:12])=[CH:9][N:8]=2)[CH2:3]1.[OH-].[Na+].Cl. (5) Given the product [Br:1][C:2]1[CH:3]=[C:4]([CH:5]=[CH:6][C:7]=1[F:8])[O:9][CH2:11][C:12]12[O:18][CH:15]([CH2:16][CH2:17]1)[CH2:14][CH2:13]2, predict the reactants needed to synthesize it. The reactants are: [Br:1][C:2]1[CH:3]=[C:4]([OH:9])[CH:5]=[CH:6][C:7]=1[F:8].I[CH2:11][C:12]12[O:18][CH:15]([CH2:16][CH2:17]1)[CH2:14][CH2:13]2.CN(C=O)C.[H-].[Na+].